This data is from Catalyst prediction with 721,799 reactions and 888 catalyst types from USPTO. The task is: Predict which catalyst facilitates the given reaction. (1) Reactant: [OH:1][C:2]1[C:11]([C:12]([O:14][CH3:15])=[O:13])=[CH:10][CH:9]=[CH:8][C:3]=1[C:4]([O:6][CH3:7])=[O:5].[N+:16]([O-])([OH:18])=[O:17].S(=O)(=O)(O)O.O. Product: [OH:1][C:2]1[C:11]([C:12]([O:14][CH3:15])=[O:13])=[CH:10][C:9]([N+:16]([O-:18])=[O:17])=[CH:8][C:3]=1[C:4]([O:6][CH3:7])=[O:5]. The catalyst class is: 81. (2) Reactant: [OH:1][C:2]1[CH:11]=[C:10]2[C:5]([C:6]([O:12][C:13]3[CH:14]=[C:15]4[C:19](=[CH:20][CH:21]=3)[NH:18][C:17]([CH3:22])=[CH:16]4)=[N:7][CH:8]=[N:9]2)=[CH:4][C:3]=1[O:23][CH3:24].C(=O)([O-])[O-].[K+].[K+].C1(C)C=CC(S([CH2:40][C@H:41]2[N:45]([CH3:46])[C:44](=[O:47])[CH2:43][CH2:42]2)(=O)=O)=CC=1. Product: [CH3:24][O:23][C:3]1[CH:4]=[C:5]2[C:10](=[CH:11][C:2]=1[O:1][CH2:40][C@H:41]1[N:45]([CH3:46])[C:44](=[O:47])[CH2:43][CH2:42]1)[N:9]=[CH:8][N:7]=[C:6]2[O:12][C:13]1[CH:14]=[C:15]2[C:19](=[CH:20][CH:21]=1)[NH:18][C:17]([CH3:22])=[CH:16]2. The catalyst class is: 3. (3) Reactant: [Si:1]([O:8][CH2:9][CH2:10][C:11]1[C:12]([Cl:21])=[N:13][C:14]2[N:15]([N:18]=[CH:19][CH:20]=2)[C:16]=1Cl)([C:4]([CH3:7])([CH3:6])[CH3:5])([CH3:3])[CH3:2].C(N(CC)CC)C.[CH3:29][O:30][CH2:31][CH2:32][O:33][C:34]1[CH:39]=[CH:38][C:37]([NH2:40])=[CH:36][CH:35]=1. Product: [Si:1]([O:8][CH2:9][CH2:10][C:11]1[C:12]([Cl:21])=[N:13][C:14]2[N:15]([N:18]=[CH:19][CH:20]=2)[C:16]=1[NH:40][C:37]1[CH:36]=[CH:35][C:34]([O:33][CH2:32][CH2:31][O:30][CH3:29])=[CH:39][CH:38]=1)([C:4]([CH3:7])([CH3:6])[CH3:5])([CH3:3])[CH3:2]. The catalyst class is: 32. (4) Reactant: [OH:1][CH2:2][C:3]([CH2:8][OH:9])([CH2:6][OH:7])[CH2:4][CH3:5].[C:10]1([CH3:20])[CH:15]=[CH:14][C:13]([S:16](Cl)(=[O:18])=[O:17])=[CH:12][CH:11]=1.II.[O-][Mn](=O)(=O)=O.[K+].Cl. Product: [CH3:20][C:10]1[CH:15]=[CH:14][C:13]([S:16]([O:1][CH2:2][C:3]([CH2:4][CH3:5])([CH2:8][O:9][S:16]([C:13]2[CH:14]=[CH:15][C:10]([CH3:20])=[CH:11][CH:12]=2)(=[O:18])=[O:17])[CH2:6][O:7][S:16]([C:13]2[CH:14]=[CH:15][C:10]([CH3:20])=[CH:11][CH:12]=2)(=[O:18])=[O:17])(=[O:18])=[O:17])=[CH:12][CH:11]=1. The catalyst class is: 272.